Dataset: Catalyst prediction with 721,799 reactions and 888 catalyst types from USPTO. Task: Predict which catalyst facilitates the given reaction. (1) Reactant: [CH3:1][N:2]1[C:10](=[O:11])[C:9]2[NH:8][C:7]([O:12][C:13]3[CH:18]=[CH:17][CH:16]=[C:15]([O:19][C:20]([F:23])([F:22])[F:21])[CH:14]=3)=[N:6][C:5]=2[N:4]([CH3:24])[C:3]1=[O:25].Br[CH2:27][C:28]1[CH:33]=[CH:32][CH:31]=[C:30]([O:34][C:35]([F:38])([F:37])[F:36])[CH:29]=1.C(=O)([O-])[O-].[K+].[K+]. Product: [CH3:1][N:2]1[C:10](=[O:11])[C:9]2[N:8]([CH2:27][C:28]3[CH:33]=[CH:32][CH:31]=[C:30]([O:34][C:35]([F:36])([F:37])[F:38])[CH:29]=3)[C:7]([O:12][C:13]3[CH:18]=[CH:17][CH:16]=[C:15]([O:19][C:20]([F:23])([F:22])[F:21])[CH:14]=3)=[N:6][C:5]=2[N:4]([CH3:24])[C:3]1=[O:25]. The catalyst class is: 3. (2) Reactant: [CH3:1][N:2]([CH3:27])[CH2:3][CH2:4][NH:5][CH2:6][CH:7]1[CH2:12][CH2:11][N:10]([C:13]2[CH:18]=[CH:17][C:16]([NH:19]C(=O)OC(C)(C)C)=[CH:15][CH:14]=2)[CH2:9][CH2:8]1.[ClH:28]. Product: [ClH:28].[ClH:28].[ClH:28].[ClH:28].[NH2:19][C:16]1[CH:17]=[CH:18][C:13]([N:10]2[CH2:9][CH2:8][CH:7]([CH2:6][NH:5][CH2:4][CH2:3][N:2]([CH3:27])[CH3:1])[CH2:12][CH2:11]2)=[CH:14][CH:15]=1. The catalyst class is: 12. (3) The catalyst class is: 7. Reactant: [H-].[Al+3].[Li+].[H-].[H-].[H-].[CH3:7][O:8][C:9]1[CH:24]=[C:23]([O:25][CH3:26])[CH:22]=[CH:21][C:10]=1[CH2:11][NH:12][C:13]1[C:14]([C:19]#[N:20])=[N:15][CH:16]=[CH:17][CH:18]=1. Product: [NH2:20][CH2:19][C:14]1[C:13]([NH:12][CH2:11][C:10]2[CH:21]=[CH:22][C:23]([O:25][CH3:26])=[CH:24][C:9]=2[O:8][CH3:7])=[CH:18][CH:17]=[CH:16][N:15]=1. (4) Reactant: COC[O:4][C:5]1[CH:10]=[CH:9][CH:8]=[CH:7][C:6]=1[O:11][C:12]([F:15])([F:14])[F:13].CN(C)[CH:18]=[O:19].Cl. Product: [OH:4][C:5]1[C:6]([O:11][C:12]([F:13])([F:14])[F:15])=[CH:7][CH:8]=[CH:9][C:10]=1[CH:18]=[O:19]. The catalyst class is: 7. (5) Reactant: [F:1][C:2]([F:12])([F:11])[C:3]1[CH:4]=[C:5]([CH:8]=[CH:9][CH:10]=1)[CH:6]=O.[CH3:13][C:14]([S@@:17]([NH2:19])=[O:18])([CH3:16])[CH3:15].O. Product: [CH3:13][C:14]([S@@:17]([N:19]=[CH:6][C:5]1[CH:8]=[CH:9][CH:10]=[C:3]([C:2]([F:12])([F:11])[F:1])[CH:4]=1)=[O:18])([CH3:16])[CH3:15]. The catalyst class is: 2. (6) Reactant: S(=O)(=O)(O)O.Cl.[CH2:7]([O:14][C:15]1[CH:20]=[CH:19][C:18]([NH:21]N)=[CH:17][CH:16]=1)[C:8]1[CH:13]=[CH:12][CH:11]=[CH:10][CH:9]=1.O=[C:24]([CH3:30])[C:25]([O:27][CH2:28][CH3:29])=[O:26]. Product: [CH2:7]([O:14][C:15]1[CH:20]=[C:19]2[C:18](=[CH:17][CH:16]=1)[NH:21][C:24]([C:25]([O:27][CH2:28][CH3:29])=[O:26])=[CH:30]2)[C:8]1[CH:13]=[CH:12][CH:11]=[CH:10][CH:9]=1. The catalyst class is: 8.